Dataset: Catalyst prediction with 721,799 reactions and 888 catalyst types from USPTO. Task: Predict which catalyst facilitates the given reaction. (1) Reactant: [CH2:1]([Li])CCC.[CH3:6][C:7]([CH3:23])([C:15](=O)[C:16]1[CH:21]=[CH:20][CH:19]=[CH:18][CH:17]=1)[C:8]([O:10][C:11]([CH3:14])([CH3:13])[CH3:12])=[O:9]. Product: [CH3:6][C:7]([CH3:23])([C:15]([C:16]1[CH:21]=[CH:20][CH:19]=[CH:18][CH:17]=1)=[CH2:1])[C:8]([O:10][C:11]([CH3:14])([CH3:13])[CH3:12])=[O:9]. The catalyst class is: 307. (2) Reactant: CC1C=CC(S(O[CH2:12][C@H:13]2[CH2:18][CH2:17][C@H:16]([CH2:19][N:20]3[C:28]4[C:23](=[N:24][C:25]([Cl:36])=[N:26][C:27]=4[NH:29][C@@H:30]([CH:32]4[CH2:35][CH2:34][CH2:33]4)[CH3:31])[N:22]=[CH:21]3)[CH2:15][CH2:14]2)(=O)=O)=CC=1.[I-:37].[Na+]. Product: [Cl:36][C:25]1[N:24]=[C:23]2[C:28]([N:20]([CH2:19][C@H:16]3[CH2:17][CH2:18][C@H:13]([CH2:12][I:37])[CH2:14][CH2:15]3)[CH:21]=[N:22]2)=[C:27]([NH:29][C@@H:30]([CH:32]2[CH2:33][CH2:34][CH2:35]2)[CH3:31])[N:26]=1. The catalyst class is: 21. (3) Reactant: [O:1]([CH2:8][CH2:9][CH2:10][C:11]([OH:13])=O)[C:2]1[CH:7]=[CH:6][CH:5]=[CH:4][CH:3]=1.C1C=CC2N(O)N=NC=2C=1.CCN=C=NCCCN(C)C.C(N(C(C)C)CC)(C)C.[CH3:44][NH:45][CH:46]1[CH2:51][CH2:50][N:49]([CH3:52])[CH2:48][CH2:47]1. Product: [CH3:44][N:45]([CH:46]1[CH2:51][CH2:50][N:49]([CH3:52])[CH2:48][CH2:47]1)[C:11](=[O:13])[CH2:10][CH2:9][CH2:8][O:1][C:2]1[CH:3]=[CH:4][CH:5]=[CH:6][CH:7]=1. The catalyst class is: 1. (4) Reactant: C[N:2]([CH:14]1[CH2:19][CH2:18][CH:17]([C:20]2[CH:29]=[CH:28][C:23]3[NH:24][C:25](=[O:27])[O:26][C:22]=3[CH:21]=2)[CH2:16][CH2:15]1)[CH2:3][CH2:4][NH:5][C:6](=[O:13])[C:7]1[CH:12]=[CH:11][CH:10]=[CH:9][CH:8]=1.[OH-].[Na+]. Product: [O:27]=[C:25]1[NH:24][C:23]2[CH:28]=[CH:29][C:20]([CH:17]3[CH2:16][CH2:15][CH:14]([NH:2][CH2:3][CH2:4][NH:5][C:6](=[O:13])[C:7]4[CH:8]=[CH:9][CH:10]=[CH:11][CH:12]=4)[CH2:19][CH2:18]3)=[CH:21][C:22]=2[O:26]1. The catalyst class is: 2.